This data is from Reaction yield outcomes from USPTO patents with 853,638 reactions. The task is: Predict the reaction yield, written as a fraction of the theoretical maximum amount of product (1.0 means a 100% yield; for example, 0.34 means a 34% yield). (1) The reactants are [Cl:1][C:2]1[CH:7]=[CH:6][C:5]([CH:8]([C:25]2[CH:30]=[CH:29][CH:28]=[CH:27][CH:26]=2)[N:9]2[CH2:14][CH2:13][N:12](S(C3C=CC(C)=CC=3)(=O)=O)[CH2:11][CH2:10]2)=[CH:4][CH:3]=1.OC1C=CC(C(O)=O)=CC=1.O. The catalyst is C(O)(=O)C. The product is [Cl:1][C:2]1[CH:3]=[CH:4][C:5]([CH:8]([C:25]2[CH:26]=[CH:27][CH:28]=[CH:29][CH:30]=2)[N:9]2[CH2:10][CH2:11][NH:12][CH2:13][CH2:14]2)=[CH:6][CH:7]=1. The yield is 0.848. (2) The reactants are [CH2:1]([O:3][C:4](=[O:21])[CH:5]([CH:8]1[CH2:13][CH2:12][N:11](C(OC(C)(C)C)=O)[CH2:10][CH2:9]1)[CH2:6][CH3:7])[CH3:2].Cl. The catalyst is O1CCOCC1. The product is [NH:11]1[CH2:12][CH2:13][CH:8]([CH:5]([CH2:6][CH3:7])[C:4]([O:3][CH2:1][CH3:2])=[O:21])[CH2:9][CH2:10]1. The yield is 0.920. (3) The reactants are [Br:1][C:2]1[CH:3]=[C:4]2[C:9](=[CH:10][CH:11]=1)[C:8](=[O:12])[NH:7][C:6](=[O:13])/[C:5]/2=[CH:14]/OC.[NH2:17][CH2:18][C:19]1[CH:20]=[N:21][CH:22]=[CH:23][CH:24]=1.C(OCC)C. The catalyst is CN(C=O)C. The product is [Br:1][C:2]1[CH:3]=[C:4]2[C:9](=[CH:10][CH:11]=1)[C:8](=[O:12])[NH:7][C:6](=[O:13])/[C:5]/2=[CH:14]\[NH:17][CH2:18][C:19]1[CH:20]=[N:21][CH:22]=[CH:23][CH:24]=1. The yield is 0.632.